Dataset: Reaction yield outcomes from USPTO patents with 853,638 reactions. Task: Predict the reaction yield, written as a fraction of the theoretical maximum amount of product (1.0 means a 100% yield; for example, 0.34 means a 34% yield). (1) The reactants are [C:1]([O:5][C:6](=[O:25])[NH:7][CH:8]([CH2:17][C:18]1[CH:23]=[CH:22][C:21]([Cl:24])=[CH:20][CH:19]=1)[C:9](=[O:16])[N:10]1[CH2:15][CH2:14][NH:13][CH2:12][CH2:11]1)([CH3:4])([CH3:3])[CH3:2].Cl[C:27]1[C:28]2[S:35][CH:34]=[CH:33][C:29]=2[N:30]=[CH:31][N:32]=1. The catalyst is C1(C)C=CC=CC=1. The product is [C:1]([O:5][C:6](=[O:25])[NH:7][CH:8]([CH2:17][C:18]1[CH:19]=[CH:20][C:21]([Cl:24])=[CH:22][CH:23]=1)[C:9](=[O:16])[N:10]1[CH2:11][CH2:12][N:13]([C:27]2[C:28]3[S:35][CH:34]=[CH:33][C:29]=3[N:30]=[CH:31][N:32]=2)[CH2:14][CH2:15]1)([CH3:4])([CH3:2])[CH3:3]. The yield is 0.867. (2) The reactants are Cl[C:2]1[C:7]([CH3:8])=[C:6]([Cl:9])[N:5]=[CH:4][C:3]=1[C:10]([N:12]1[CH2:17][CH2:16][CH:15]([C:18]2[CH:23]=[CH:22][C:21]([F:24])=[CH:20][CH:19]=2)[CH2:14][CH2:13]1)=[O:11].[Cl:25][C:26]1[C:32]([F:33])=[CH:31][CH:30]=[CH:29][C:27]=1[NH2:28]. No catalyst specified. The product is [Cl:9][C:6]1[N:5]=[CH:4][C:3]([C:10]([N:12]2[CH2:13][CH2:14][CH:15]([C:18]3[CH:19]=[CH:20][C:21]([F:24])=[CH:22][CH:23]=3)[CH2:16][CH2:17]2)=[O:11])=[C:2]([NH:28][C:27]2[CH:29]=[CH:30][CH:31]=[C:32]([F:33])[C:26]=2[Cl:25])[C:7]=1[CH3:8]. The yield is 0.640. (3) The reactants are C([S@@](N)=O)(C)(C)C.[C:8]1([C@@H:14]([O:28][S@@:29]([C:31]([CH3:34])([CH3:33])[CH3:32])=[O:30])[C@@H:15]([NH:17][S:18]([C:21]2[CH:26]=[CH:25][C:24]([CH3:27])=[CH:23][CH:22]=2)(=[O:20])=[O:19])[CH3:16])[CH:13]=[CH:12][CH:11]=[CH:10][CH:9]=1. No catalyst specified. The product is [C:8]1([C@H:14]([O:28][S@:29]([C:31]([CH3:32])([CH3:34])[CH3:33])=[O:30])[C@H:15]([NH:17][S:18]([C:21]2[CH:22]=[CH:23][C:24]([CH3:27])=[CH:25][CH:26]=2)(=[O:19])=[O:20])[CH3:16])[CH:9]=[CH:10][CH:11]=[CH:12][CH:13]=1. The yield is 0.860. (4) The reactants are C(Cl)Cl.[OH:4][N:5]1[C:9](=[O:10])[CH2:8][CH2:7][C:6]1=[O:11].Cl.CN(C)CCCN=C=NCC.[CH3:24][C:25]1[C:29]2=[N:30][CH:31]=[CH:32][CH:33]=[C:28]2[O:27][C:26]=1[C:34](O)=[O:35]. The catalyst is CN(C=O)C. The product is [CH:31](/[N:30]=[C:29]1/[C:25]([CH3:24])=[C:26]([C:34]([O:4][N:5]2[C:9](=[O:10])[CH2:8][CH2:7][C:6]2=[O:11])=[O:35])[O:27][C:28]/1=[CH2:33])=[CH2:32]. The yield is 0.850. (5) The reactants are O=[C:2]1[CH2:7][CH2:6][CH:5]([N:8]2[C:13](=[O:14])[C:12]([CH2:15][C:16]3[CH:21]=[CH:20][C:19]([C:22]4[CH:27]=[CH:26][CH:25]=[CH:24][C:23]=4[C:28]4[NH:32][C:31](=[O:33])[O:30][N:29]=4)=[CH:18][CH:17]=3)=[C:11]([CH2:34][CH2:35][CH3:36])[N:10]3[N:37]=[CH:38][N:39]=[C:9]23)[CH2:4][CH2:3]1.Cl.[NH2:41][O:42][CH3:43].N1C=CC=CC=1.Cl. The catalyst is O.C(OCC)(=O)C. The product is [CH3:43][O:42][N:41]=[C:2]1[CH2:3][CH2:4][CH:5]([N:8]2[C:13](=[O:14])[C:12]([CH2:15][C:16]3[CH:21]=[CH:20][C:19]([C:22]4[CH:27]=[CH:26][CH:25]=[CH:24][C:23]=4[C:28]4[NH:32][C:31](=[O:33])[O:30][N:29]=4)=[CH:18][CH:17]=3)=[C:11]([CH2:34][CH2:35][CH3:36])[N:10]3[N:37]=[CH:38][N:39]=[C:9]23)[CH2:6][CH2:7]1. The yield is 0.710. (6) The reactants are [CH3:1][C:2]1[CH:22]=[CH:21][C:5]([C:6]([N:8]=[C:9]2[NH:13][C:12]3[CH:14]=[CH:15][C:16]([C:18](O)=[O:19])=[CH:17][C:11]=3[S:10]2)=[O:7])=[CH:4][CH:3]=1.Cl.CN.F[P-](F)(F)(F)(F)F.[N:33]1(O[P+](N(C)C)(N(C)C)N(C)C)[C:37]2C=CC=CC=2N=N1.C(N(C(C)C)CC)(C)C. The catalyst is CN(C)C=O.C(OCC)(=O)C.O. The product is [CH3:37][NH:33][C:18]([C:16]1[CH:15]=[CH:14][C:12]2[N:13]=[C:9]([NH:8][C:6](=[O:7])[C:5]3[CH:4]=[CH:3][C:2]([CH3:1])=[CH:22][CH:21]=3)[S:10][C:11]=2[CH:17]=1)=[O:19]. The yield is 0.590.